From a dataset of Reaction yield outcomes from USPTO patents with 853,638 reactions. Predict the reaction yield, written as a fraction of the theoretical maximum amount of product (1.0 means a 100% yield; for example, 0.34 means a 34% yield). (1) The yield is 0.420. The catalyst is O1CCCC1. The reactants are [C:1]1([S:7]([C:10]2[CH2:14][C:13]([CH3:16])([CH3:15])[O:12][N:11]=2)(=[O:9])=[O:8])[CH:6]=[CH:5][CH:4]=[CH:3][CH:2]=1.C1C=CC(S(N(S(C2C=CC=CC=2)(=O)=O)[F:27])(=O)=O)=CC=1.C[Si](C)(C)[N-][Si](C)(C)C.[Na+].[Cl-].[NH4+]. The product is [C:1]1([S:7]([C:10]2[CH:14]([F:27])[C:13]([CH3:16])([CH3:15])[O:12][N:11]=2)(=[O:8])=[O:9])[CH:2]=[CH:3][CH:4]=[CH:5][CH:6]=1. (2) The reactants are [NH2:1][C:2]([CH3:6])([CH3:5])[CH2:3][OH:4].[H-].[Na+].[NH2:9][C:10]1[CH:17]=[CH:16][CH:15]=[C:14](F)[C:11]=1[C:12]#[N:13]. The catalyst is C1COCC1. The product is [NH2:9][C:10]1[CH:17]=[CH:16][CH:15]=[C:14]([O:4][CH2:3][C:2]([NH2:1])([CH3:6])[CH3:5])[C:11]=1[C:12]#[N:13]. The yield is 0.710.